This data is from Forward reaction prediction with 1.9M reactions from USPTO patents (1976-2016). The task is: Predict the product of the given reaction. (1) Given the reactants [C:1]([O:5][C:6]([N:8]1[CH2:13][CH2:12][C:11]2[N:14]([CH3:45])[C:15]([C:17]3[C:22]([C:23]#[C:24][C:25]4[CH:30]=[CH:29][CH:28]=[C:27]([NH:31][C:32]([O:34]C5C=CC([N+]([O-])=O)=CC=5)=O)[CH:26]=4)=[CH:21][N:20]=[C:19]([NH2:44])[N:18]=3)=[CH:16][C:10]=2[C:9]1=[O:46])=[O:7])([CH3:4])([CH3:3])[CH3:2].[CH2:47]([N:49]([CH2:53][CH3:54])[CH2:50][CH2:51][NH2:52])[CH3:48].CCOC(C)=O.CO, predict the reaction product. The product is: [C:1]([O:5][C:6]([N:8]1[CH2:13][CH2:12][C:11]2[N:14]([CH3:45])[C:15]([C:17]3[C:22]([C:23]#[C:24][C:25]4[CH:30]=[CH:29][CH:28]=[C:27]([NH:31][C:32]([NH:52][CH2:51][CH2:50][N:49]([CH2:53][CH3:54])[CH2:47][CH3:48])=[O:34])[CH:26]=4)=[CH:21][N:20]=[C:19]([NH2:44])[N:18]=3)=[CH:16][C:10]=2[C:9]1=[O:46])=[O:7])([CH3:3])([CH3:2])[CH3:4]. (2) Given the reactants C1N=CN(C(N2C=NC=C2)=O)C=1.[CH2:13]([O:20][N:21]1[C:27](=[O:28])[N:26]2[CH2:29][C@H:22]1[CH2:23][CH2:24][C@H:25]2[C:30]1[O:31]C(C2CCNCC2)=N[N:34]=1)[C:14]1[CH:19]=[CH:18][CH:17]=[CH:16][CH:15]=1.O/[N:42]=[C:43](\[CH:45]1[CH2:50][CH2:49][N:48]([C:51]([O:53][C:54]([CH3:57])([CH3:56])[CH3:55])=[O:52])[CH2:47][CH2:46]1)/N, predict the reaction product. The product is: [CH2:13]([O:20][N:21]1[C:27](=[O:28])[N:26]2[CH2:29][C@H:22]1[CH2:23][CH2:24][C@H:25]2[C:30]1[O:31][N:42]=[C:43]([CH:45]2[CH2:50][CH2:49][N:48]([C:51]([O:53][C:54]([CH3:57])([CH3:56])[CH3:55])=[O:52])[CH2:47][CH2:46]2)[N:34]=1)[C:14]1[CH:15]=[CH:16][CH:17]=[CH:18][CH:19]=1. (3) The product is: [OH:27][N:26]=[CH:3][C:2]([C:6]1[CH:10]=[C:9]([NH:11][C:12]([C@@H:14]2[CH2:18][CH2:17][CH2:16][N:15]2[CH:19]2[CH2:24][CH2:23][O:22][CH2:21][CH2:20]2)=[O:13])[O:8][N:7]=1)([CH3:1])[CH3:5]. Given the reactants [CH3:1][C:2]([C:6]1[CH:10]=[C:9]([NH:11][C:12]([C@@H:14]2[CH2:18][CH2:17][CH2:16][N:15]2[CH:19]2[CH2:24][CH2:23][O:22][CH2:21][CH2:20]2)=[O:13])[O:8][N:7]=1)([CH3:5])[CH:3]=O.Cl.[NH2:26][OH:27].N1C=CC=CC=1, predict the reaction product. (4) Given the reactants [Cl:1][C:2]1[CH:7]=[CH:6][C:5]([CH:8]([NH:19][C:20]2[CH:25]=[CH:24][C:23](=[O:26])[N:22]([CH3:27])[N:21]=2)[C:9]2[C:10]([C:16]([OH:18])=O)=[N:11][N:12]([CH3:15])[C:13]=2[CH3:14])=[CH:4][CH:3]=1, predict the reaction product. The product is: [Cl:1][C:2]1[CH:7]=[CH:6][C:5]([CH:8]2[C:9]3[C:10](=[N:11][N:12]([CH3:15])[C:13]=3[CH3:14])[C:16](=[O:18])[N:19]2[C:20]2[CH:25]=[CH:24][C:23](=[O:26])[N:22]([CH3:27])[N:21]=2)=[CH:4][CH:3]=1. (5) Given the reactants O[CH2:2][C:3]1[CH:4]=[C:5]([CH:10]=[CH:11][N:12]=1)[C:6]([O:8]C)=[O:7].[N:13]1(CC2N=C(C(O)=O)C=CC=2)[CH2:17][CH2:16][CH2:15][CH2:14]1, predict the reaction product. The product is: [N:13]1([CH2:2][C:3]2[CH:4]=[C:5]([CH:10]=[CH:11][N:12]=2)[C:6]([OH:8])=[O:7])[CH2:17][CH2:16][CH2:15][CH2:14]1.